This data is from CYP1A2 inhibition data for predicting drug metabolism from PubChem BioAssay. The task is: Regression/Classification. Given a drug SMILES string, predict its absorption, distribution, metabolism, or excretion properties. Task type varies by dataset: regression for continuous measurements (e.g., permeability, clearance, half-life) or binary classification for categorical outcomes (e.g., BBB penetration, CYP inhibition). Dataset: cyp1a2_veith. (1) The result is 1 (inhibitor). The molecule is CC(=O)NCCNc1nc(-c2ccc3c(c2)OCO3)nc2ccccc12. (2) The molecule is O=c1[nH]c(SCc2c(Cl)c(Cl)c(Cl)c(Cl)c2Cl)nc(=S)[nH]1. The result is 1 (inhibitor). (3) The drug is Cc1ccsc1/C=N/Nc1nc(Cl)c(Cl)cc1Cl. The result is 1 (inhibitor). (4) The drug is C=CCNC(=O)c1csc(-c2ccccc2)n1. The result is 1 (inhibitor). (5) The compound is FC(F)(F)c1ccccc1-c1cc(N2CCNCC2)ncn1. The result is 1 (inhibitor). (6) The drug is O=C(CSc1nc2ccccc2s1)N1c2ccccc2Sc2ccc(C(F)(F)F)cc21. The result is 1 (inhibitor). (7) The drug is O=C1CSC(=S)N1/N=C\c1ccc(Cl)c([N+](=O)[O-])c1. The result is 1 (inhibitor).